This data is from NCI-60 drug combinations with 297,098 pairs across 59 cell lines. The task is: Regression. Given two drug SMILES strings and cell line genomic features, predict the synergy score measuring deviation from expected non-interaction effect. (1) Cell line: SR. Drug 1: CC=C1C(=O)NC(C(=O)OC2CC(=O)NC(C(=O)NC(CSSCCC=C2)C(=O)N1)C(C)C)C(C)C. Synergy scores: CSS=70.3, Synergy_ZIP=-2.15, Synergy_Bliss=-8.95, Synergy_Loewe=-42.7, Synergy_HSA=-7.71. Drug 2: CC1=C(C(=CC=C1)Cl)NC(=O)C2=CN=C(S2)NC3=CC(=NC(=N3)C)N4CCN(CC4)CCO. (2) Drug 1: C1=C(C(=O)NC(=O)N1)F. Drug 2: C(CN)CNCCSP(=O)(O)O. Cell line: SR. Synergy scores: CSS=43.6, Synergy_ZIP=-2.78, Synergy_Bliss=-6.01, Synergy_Loewe=-6.38, Synergy_HSA=-4.37.